From a dataset of Forward reaction prediction with 1.9M reactions from USPTO patents (1976-2016). Predict the product of the given reaction. (1) Given the reactants [N:1]1[C:10]2[C:5](=[CH:6][C:7]([C:11]([OH:13])=[O:12])=[CH:8][CH:9]=2)[CH:4]=[CH:3][CH:2]=1.O=S(Cl)Cl.[CH2:18](Cl)Cl, predict the reaction product. The product is: [N:1]1[C:10]2[C:5](=[CH:6][C:7]([C:11]([O:13][CH3:18])=[O:12])=[CH:8][CH:9]=2)[CH:4]=[CH:3][CH:2]=1. (2) The product is: [NH2:6][C:7]1[C:8]2[N:9]([C:13]([C@@H:25]3[CH2:30][CH2:29][CH2:28][N:27]([C:31]([C:33]4([CH3:37])[CH2:34][O:35][CH2:36]4)=[O:32])[CH2:26]3)=[N:14][C:15]=2[C:16]2[CH:17]=[CH:18][C:19]([C:20]([NH:60][C:56]3[CH:55]=[CH:54][C:59]([C:45]#[N:49])=[CH:58][N:57]=3)=[O:22])=[CH:23][CH:24]=2)[CH:10]=[CH:11][N:12]=1. Given the reactants COC1C=C(OC)C=CC=1C[NH:6][C:7]1[C:8]2[N:9]([C:13]([C@@H:25]3[CH2:30][CH2:29][CH2:28][N:27]([C:31]([C:33]4([CH3:37])[CH2:36][O:35][CH2:34]4)=[O:32])[CH2:26]3)=[N:14][C:15]=2[C:16]2[CH:24]=[CH:23][C:19]([C:20]([OH:22])=O)=[CH:18][CH:17]=2)[CH:10]=[CH:11][N:12]=1.Cl[C:45]([N:49](C)C)=C(C)C.C([C:54]1[CH:59]=[CH:58][N:57]=[C:56]([NH2:60])[CH:55]=1)#N.C(O)(C(F)(F)F)=O.C([SiH](CC)CC)C, predict the reaction product. (3) Given the reactants COC1C=C2C(=CC=1OC)N=C[N:7]=C2SC1C=C(C=CC=1)N.[CH3:23][O:24][C:25]1[CH:26]=[C:27]([NH:35][C:36](=[O:44])OC2C=CC=CC=2)[CH:28]=[C:29]([C:31]([F:34])([F:33])[F:32])[CH:30]=1.C(N(C(C)C)CC)(C)C, predict the reaction product. The product is: [CH3:23][O:24][C:25]1[CH:26]=[C:27]([NH:35][C:36](=[O:44])[NH2:7])[CH:28]=[C:29]([C:31]([F:34])([F:33])[F:32])[CH:30]=1. (4) The product is: [OH:17][C:18]1[CH:19]=[C:20]([CH:21]=[N:16][NH:15][C:13]([C:10]2[NH:11][N:12]=[C:8]([C:3]3[CH:4]=[CH:5][CH:6]=[CH:7][C:2]=3[Cl:1])[CH:9]=2)=[O:14])[CH:23]=[CH:24][C:25]=1[O:26][CH3:27]. Given the reactants [Cl:1][C:2]1[CH:7]=[CH:6][CH:5]=[CH:4][C:3]=1[C:8]1[CH:9]=[C:10]([C:13]([NH:15][NH2:16])=[O:14])[NH:11][N:12]=1.[OH:17][C:18]1[CH:19]=[C:20]([CH:23]=[CH:24][C:25]=1[O:26][CH3:27])[CH:21]=O, predict the reaction product. (5) Given the reactants C(NC1C=CC(C2C=C3C(CN([C@@H](C(C)C)C(OC)=O)C3=O)=CC=2)=CC=1)(=O)C1C=CC=CC=1.[NH2:34][C:35]1[CH:40]=[CH:39][C:38]([C:41]2[CH:49]=[C:48]3[C:44]([CH2:45][N:46]([C@@H:51]([CH:56]([CH3:58])[CH3:57])[C:52]([O:54][CH3:55])=[O:53])[C:47]3=[O:50])=[CH:43][CH:42]=2)=[CH:37][CH:36]=1.[F:59][C:60]1[CH:68]=[C:67]([F:69])[CH:66]=[CH:65][C:61]=1[C:62](Cl)=[O:63], predict the reaction product. The product is: [F:59][C:60]1[CH:68]=[C:67]([F:69])[CH:66]=[CH:65][C:61]=1[C:62]([NH:34][C:35]1[CH:36]=[CH:37][C:38]([C:41]2[CH:49]=[C:48]3[C:44]([CH2:45][N:46]([C@@H:51]([CH:56]([CH3:58])[CH3:57])[C:52]([O:54][CH3:55])=[O:53])[C:47]3=[O:50])=[CH:43][CH:42]=2)=[CH:39][CH:40]=1)=[O:63]. (6) Given the reactants CN1CCOCC1.ON1C2C=CC=CC=2N=N1.CCN=C=NCCCN(C)C.Cl.[NH2:30][CH2:31][C:32]1[CH:37]=[CH:36][N:35]=[CH:34][CH:33]=1.Cl.[Cl:39][C:40]1[CH:41]=[C:42]([NH:46][C:47]2[CH:55]=[CH:54][C:50]([C:51](O)=[O:52])=[C:49]([C:56]([F:59])([F:58])[F:57])[N:48]=2)[CH:43]=[CH:44][CH:45]=1, predict the reaction product. The product is: [Cl:39][C:40]1[CH:41]=[C:42]([NH:46][C:47]2[CH:55]=[CH:54][C:50]([C:51]([NH:30][CH2:31][C:32]3[CH:37]=[CH:36][N:35]=[CH:34][CH:33]=3)=[O:52])=[C:49]([C:56]([F:58])([F:57])[F:59])[N:48]=2)[CH:43]=[CH:44][CH:45]=1. (7) Given the reactants [F:1][C:2]([F:16])([F:15])[C:3]1[CH:4]=[C:5]([N:9]2[CH2:14][CH2:13][NH:12][CH2:11][CH2:10]2)[CH:6]=[CH:7][CH:8]=1.Br[CH2:18][CH2:19][C:20]([O:22]CC)=[O:21].C(=O)(O)[O-].[Na+], predict the reaction product. The product is: [F:16][C:2]([F:1])([F:15])[C:3]1[CH:4]=[C:5]([N:9]2[CH2:14][CH2:13][N:12]([CH2:18][CH2:19][C:20]([OH:22])=[O:21])[CH2:11][CH2:10]2)[CH:6]=[CH:7][CH:8]=1. (8) The product is: [CH2:1]([C:5]1[N:6]=[C:7]([CH3:27])[N:8]([CH2:66][C:62]2[CH:63]=[C:64]([CH3:65])[N:60]([CH3:59])[N:61]=2)[C:9](=[O:26])[C:10]=1[CH2:11][C:12]1[CH:17]=[CH:16][C:15]([C:18]2[C:19]([C:24]#[N:25])=[CH:20][CH:21]=[CH:22][CH:23]=2)=[CH:14][CH:13]=1)[CH2:2][CH2:3][CH3:4]. Given the reactants [CH2:1]([C:5]1[N:6]=[C:7]([CH3:27])[NH:8][C:9](=[O:26])[C:10]=1[CH2:11][C:12]1[CH:17]=[CH:16][C:15]([C:18]2[C:19]([C:24]#[N:25])=[CH:20][CH:21]=[CH:22][CH:23]=2)=[CH:14][CH:13]=1)[CH2:2][CH2:3][CH3:4].N(C(N1CCCCC1)=O)=NC(N1CCCCC1)=O.C(P(CCCC)CCCC)CCC.[CH3:59][N:60]1[C:64]([CH3:65])=[CH:63][C:62]([CH2:66]O)=[N:61]1, predict the reaction product. (9) Given the reactants [NH:1]1[C:9]2[C:4](=[CH:5][CH:6]=[CH:7][N:8]=2)[CH:3]=[CH:2]1.[Li+].C[Si]([N-][Si](C)(C)C)(C)C.CCCCCC.[CH2:26]([O:33][CH2:34][N:35]1[C:39](=[O:40])[C:38]([C:41]2[C:49]3[C:44](=[CH:45][CH:46]=[CH:47][CH:48]=3)[N:43]([S:50]([C:53]3[CH:58]=[CH:57][CH:56]=[CH:55][CH:54]=3)(=[O:52])=[O:51])[CH:42]=2)=[C:37](Br)[C:36]1=[O:60])[C:27]1[CH:32]=[CH:31][CH:30]=[CH:29][CH:28]=1.[Cl-].[NH4+], predict the reaction product. The product is: [CH2:26]([O:33][CH2:34][N:35]1[C:36](=[O:60])[C:37]([C:3]2[C:4]3[C:9](=[N:8][CH:7]=[CH:6][CH:5]=3)[NH:1][CH:2]=2)=[C:38]([C:41]2[C:49]3[C:44](=[CH:45][CH:46]=[CH:47][CH:48]=3)[N:43]([S:50]([C:53]3[CH:58]=[CH:57][CH:56]=[CH:55][CH:54]=3)(=[O:52])=[O:51])[CH:42]=2)[C:39]1=[O:40])[C:27]1[CH:32]=[CH:31][CH:30]=[CH:29][CH:28]=1.